Dataset: NCI-60 drug combinations with 297,098 pairs across 59 cell lines. Task: Regression. Given two drug SMILES strings and cell line genomic features, predict the synergy score measuring deviation from expected non-interaction effect. (1) Drug 1: C1CCC(C(C1)N)N.C(=O)(C(=O)[O-])[O-].[Pt+4]. Drug 2: CC1C(C(CC(O1)OC2CC(CC3=C2C(=C4C(=C3O)C(=O)C5=C(C4=O)C(=CC=C5)OC)O)(C(=O)CO)O)N)O.Cl. Cell line: HCC-2998. Synergy scores: CSS=36.3, Synergy_ZIP=-5.88, Synergy_Bliss=-7.61, Synergy_Loewe=-18.6, Synergy_HSA=-4.54. (2) Synergy scores: CSS=45.4, Synergy_ZIP=0.761, Synergy_Bliss=-0.673, Synergy_Loewe=-51.8, Synergy_HSA=0.0497. Cell line: IGROV1. Drug 1: CC12CCC(CC1=CCC3C2CCC4(C3CC=C4C5=CN=CC=C5)C)O. Drug 2: CC=C1C(=O)NC(C(=O)OC2CC(=O)NC(C(=O)NC(CSSCCC=C2)C(=O)N1)C(C)C)C(C)C. (3) Drug 1: CC1=CC2C(CCC3(C2CCC3(C(=O)C)OC(=O)C)C)C4(C1=CC(=O)CC4)C. Drug 2: C#CCC(CC1=CN=C2C(=N1)C(=NC(=N2)N)N)C3=CC=C(C=C3)C(=O)NC(CCC(=O)O)C(=O)O. Cell line: KM12. Synergy scores: CSS=-2.23, Synergy_ZIP=-0.434, Synergy_Bliss=-6.40, Synergy_Loewe=-6.49, Synergy_HSA=-6.12. (4) Drug 1: CCC1(CC2CC(C3=C(CCN(C2)C1)C4=CC=CC=C4N3)(C5=C(C=C6C(=C5)C78CCN9C7C(C=CC9)(C(C(C8N6C)(C(=O)OC)O)OC(=O)C)CC)OC)C(=O)OC)O.OS(=O)(=O)O. Drug 2: CC1C(C(CC(O1)OC2CC(CC3=C2C(=C4C(=C3O)C(=O)C5=CC=CC=C5C4=O)O)(C(=O)C)O)N)O. Synergy scores: CSS=46.8, Synergy_ZIP=-2.24, Synergy_Bliss=-2.12, Synergy_Loewe=-2.01, Synergy_HSA=1.85. Cell line: SN12C. (5) Drug 1: CC(C1=C(C=CC(=C1Cl)F)Cl)OC2=C(N=CC(=C2)C3=CN(N=C3)C4CCNCC4)N. Drug 2: CC(C)CN1C=NC2=C1C3=CC=CC=C3N=C2N. Cell line: 786-0. Synergy scores: CSS=-0.710, Synergy_ZIP=0.938, Synergy_Bliss=2.01, Synergy_Loewe=0.0883, Synergy_HSA=1.05.